Dataset: Full USPTO retrosynthesis dataset with 1.9M reactions from patents (1976-2016). Task: Predict the reactants needed to synthesize the given product. (1) Given the product [CH2:1]([O:8][C:9]([NH:11][C:12]1([CH2:18][OH:19])[CH2:13][CH2:14][CH2:15][CH2:16][CH2:17]1)=[O:10])[C:2]1[CH:3]=[CH:4][CH:5]=[CH:6][CH:7]=1, predict the reactants needed to synthesize it. The reactants are: [CH2:1]([O:8][C:9]([NH:11][C:12]1([C:18](O)=[O:19])[CH2:17][CH2:16][CH2:15][CH2:14][CH2:13]1)=[O:10])[C:2]1[CH:7]=[CH:6][CH:5]=[CH:4][CH:3]=1.CN1CCOCC1.ClC(OCC(C)C)=O.[BH4-].[Na+]. (2) Given the product [CH3:11][O:10][C:4]1[N:5]=[C:6]([O:8][CH3:9])[N:7]=[C:2]([C:18]2[CH:19]=[C:14]([CH:15]=[CH:16][CH:17]=2)[CH:12]=[O:13])[N:3]=1, predict the reactants needed to synthesize it. The reactants are: Cl[C:2]1[N:7]=[C:6]([O:8][CH3:9])[N:5]=[C:4]([O:10][CH3:11])[N:3]=1.[CH:12]([C:14]1[CH:15]=[C:16](B(O)O)[CH:17]=[CH:18][CH:19]=1)=[O:13]. (3) Given the product [CH2:1]([N:8]1[CH2:12][C@@H:11]2[C:14]3[CH:15]=[CH:16][CH:17]=[C:18]([O:22][CH2:23][C:24]4[CH:29]=[CH:28][CH:27]=[CH:26][CH:25]=4)[C:19]=3[CH2:20][O:21][C@@:10]2([CH3:30])[CH2:9]1)[C:2]1[CH:3]=[CH:4][CH:5]=[CH:6][CH:7]=1, predict the reactants needed to synthesize it. The reactants are: [CH2:1]([N:8]1[C:12](=O)[C@@H:11]2[C:14]3[CH:15]=[CH:16][CH:17]=[C:18]([O:22][CH2:23][C:24]4[CH:29]=[CH:28][CH:27]=[CH:26][CH:25]=4)[C:19]=3[CH2:20][O:21][C@@:10]2([CH3:30])[CH2:9]1)[C:2]1[CH:7]=[CH:6][CH:5]=[CH:4][CH:3]=1.B.Cl.[OH-].[Na+]. (4) Given the product [CH2:1]([N:29]1[C:25]2[C:24]3[CH:23]=[CH:22][CH:21]=[CH:20][C:19]=3[N:18]=[C:13]([NH2:15])[C:26]=2[N:27]=[CH:28]1)[CH:2]([CH3:5])[CH3:3], predict the reactants needed to synthesize it. The reactants are: [CH3:1][C:2]([CH3:5])([O-])[CH3:3].[K+].CC(N(C)C)=O.[CH:13]([NH2:15])=O.BrC1[C:26]2[N:27]=[CH:28][NH:29][C:25]=2[C:24]2[CH:23]=[CH:22][CH:21]=[CH:20][C:19]=2[N:18]=1.